Dataset: Reaction yield outcomes from USPTO patents with 853,638 reactions. Task: Predict the reaction yield, written as a fraction of the theoretical maximum amount of product (1.0 means a 100% yield; for example, 0.34 means a 34% yield). The reactants are [Si:1]([O:18][CH2:19][C:20]1[CH:21]=[C:22]2[C:26](=[CH:27][C:28]=1[S:29]([CH3:32])(=[O:31])=[O:30])[NH:25][C:24]([C:33](=[O:37])[CH:34]([CH3:36])[CH3:35])=[CH:23]2)([C:14]([CH3:17])([CH3:16])[CH3:15])([C:8]1[CH:13]=[CH:12][CH:11]=[CH:10][CH:9]=1)[C:2]1[CH:7]=[CH:6][CH:5]=[CH:4][CH:3]=1.[C:38]([NH:45][CH2:46][CH2:47]Br)([O:40][C:41]([CH3:44])([CH3:43])[CH3:42])=[O:39].[OH-].[Na+]. The catalyst is [I-].C([N+](CCCC)(CCCC)CCCC)CCC.C(Cl)Cl.C1(C)C=CC=CC=1.C(Cl)Cl. The product is [C:41]([O:40][C:38](=[O:39])[NH:45][CH2:46][CH2:47][N:25]1[C:26]2[C:22](=[CH:21][C:20]([CH2:19][O:18][Si:1]([C:14]([CH3:17])([CH3:16])[CH3:15])([C:8]3[CH:13]=[CH:12][CH:11]=[CH:10][CH:9]=3)[C:2]3[CH:7]=[CH:6][CH:5]=[CH:4][CH:3]=3)=[C:28]([S:29]([CH3:32])(=[O:30])=[O:31])[CH:27]=2)[CH:23]=[C:24]1[C:33](=[O:37])[CH:34]([CH3:35])[CH3:36])([CH3:44])([CH3:43])[CH3:42]. The yield is 0.350.